Regression/Classification. Given a drug SMILES string, predict its toxicity properties. Task type varies by dataset: regression for continuous values (e.g., LD50, hERG inhibition percentage) or binary classification for toxic/non-toxic outcomes (e.g., AMES mutagenicity, cardiotoxicity, hepatotoxicity). Dataset: herg. From a dataset of hERG channel blocking data for cardiac toxicity assessment. (1) The molecule is Cc1cccc(NC(=O)N[C@@H]2N=C(c3ccccc3)c3ccccc3N(C)C2=O)c1. The result is 1 (blocker). (2) The drug is COc1cc2nc(N3CCN(C(=O)[C@H]4COc5ccccc5O4)CC3)nc(N)c2cc1OC. The result is 1 (blocker). (3) The result is 1 (blocker). The molecule is N[C@@H](C(=O)N1CC(c2cc(F)ccc2F)=C[C@H]1c1ccccc1)C1CC1.